This data is from Full USPTO retrosynthesis dataset with 1.9M reactions from patents (1976-2016). The task is: Predict the reactants needed to synthesize the given product. (1) The reactants are: [NH:1]1[C:9]2[C:4](=[CH:5][CH:6]=[CH:7][N:8]=2)[CH:3]=[CH:2]1.[Br:10][C:11]1[CH:16]=[CH:15][N:14]=[C:13]2[NH:17][CH:18]=[CH:19][C:12]=12.CC(C)([O-])C.[K+].[N+:26]([C:29]1[CH:35]=[CH:34][C:32]([NH2:33])=[CH:31][CH:30]=1)([O-:28])=[O:27].[Cl-].[NH4+]. Given the product [Br:10][C:11]1[CH:16]=[CH:15][N:14]=[C:13]2[NH:17][CH:18]=[CH:19][C:12]=12.[N+:26]([C:29]1[CH:35]=[CH:34][C:32]([NH:33][C:5]2[C:4]3[CH:3]=[CH:2][NH:1][C:9]=3[N:8]=[CH:7][CH:6]=2)=[CH:31][CH:30]=1)([O-:28])=[O:27], predict the reactants needed to synthesize it. (2) Given the product [OH:32][CH:22]([C:23]1[CH:28]=[CH:27][C:26]([OH:29])=[C:25]([O:30][CH3:31])[CH:24]=1)[CH2:21][N:20]([CH3:19])[C:16](=[O:18])/[CH:15]=[CH:14]/[C:10]1[CH:9]=[N:8][CH:13]=[CH:12][CH:11]=1, predict the reactants needed to synthesize it. The reactants are: C(Cl)(=O)C(C)(C)C.[N:8]1[CH:13]=[CH:12][CH:11]=[C:10](/[CH:14]=[CH:15]/[C:16]([OH:18])=O)[CH:9]=1.[CH3:19][NH:20][CH2:21][CH:22]([OH:32])[C:23]1[CH:28]=[CH:27][C:26]([OH:29])=[C:25]([O:30][CH3:31])[CH:24]=1.Cl.